Dataset: Full USPTO retrosynthesis dataset with 1.9M reactions from patents (1976-2016). Task: Predict the reactants needed to synthesize the given product. (1) Given the product [F:1][C:2]1[CH:7]=[CH:6][C:5]([NH2:8])=[CH:4][C:3]=1[C:11]1[CH:16]=[N:15][CH:14]=[CH:13][N:12]=1, predict the reactants needed to synthesize it. The reactants are: [F:1][C:2]1[CH:7]=[CH:6][C:5]([N+:8]([O-])=O)=[CH:4][C:3]=1[C:11]1[CH:16]=[N:15][CH:14]=[CH:13][N:12]=1.[Sn](Cl)Cl.[OH-].[NH4+]. (2) Given the product [NH2:1][C:2]1[S:3][C:4]([Cl:12])=[C:5]([C:7]([NH:9][CH2:10][CH3:11])=[O:8])[N:6]=1, predict the reactants needed to synthesize it. The reactants are: [NH2:1][C:2]1[S:3][CH:4]=[C:5]([C:7]([NH:9][CH2:10][CH3:11])=[O:8])[N:6]=1.[Cl:12]N1C(=O)CCC1=O. (3) Given the product [CH3:29][O:30][C:31]([CH:33]1[C:42]2[C:37](=[CH:38][CH:39]=[CH:40][CH:41]=2)[N:36]([C:7]([C:6]2[C:5]([O:4][C:3]3[CH:15]=[C:16]([Cl:19])[CH:17]=[CH:18][C:2]=3[Cl:1])=[N:13][CH:12]=[C:11]([F:14])[CH:10]=2)=[O:8])[CH2:35][CH2:34]1)=[O:32], predict the reactants needed to synthesize it. The reactants are: [Cl:1][C:2]1[CH:18]=[CH:17][C:16]([Cl:19])=[CH:15][C:3]=1[O:4][C:5]1[N:13]=[CH:12][C:11]([F:14])=[CH:10][C:6]=1[C:7](Cl)=[O:8].C(N(C(C)C)C(C)C)C.[CH3:29][O:30][C:31]([CH:33]1[C:42]2[C:37](=[CH:38][CH:39]=[CH:40][CH:41]=2)[NH:36][CH2:35][CH2:34]1)=[O:32]. (4) Given the product [Br:1][C:2]1[CH:11]=[C:6]2[C:5](=[CH:4][CH:3]=1)[NH:12][C:13](=[O:23])[C:14]([O:15][C:16]1[CH:21]=[CH:20][C:19]([Cl:22])=[CH:18][CH:17]=1)=[C:7]2[OH:8], predict the reactants needed to synthesize it. The reactants are: [Br:1][C:2]1[CH:3]=[CH:4][C:5]([NH:12][C:13](=[O:23])[CH2:14][O:15][C:16]2[CH:21]=[CH:20][C:19]([Cl:22])=[CH:18][CH:17]=2)=[C:6]([CH:11]=1)[C:7](OC)=[O:8].BrC1C=CC(NC(=O)COC2C=CC=CC=2)=C(C=1)C(OC)=O.BrC1C=C2C(=CC=1)NC(=O)C(OC1C=CC=CC=1)=C2O. (5) Given the product [S:1]([N:11]1[C:15]2=[N:16][CH:17]=[C:18]([NH2:20])[N:19]=[C:14]2[CH:13]=[CH:12]1)([C:4]1[CH:5]=[CH:6][C:7]([CH3:8])=[CH:9][CH:10]=1)(=[O:2])=[O:3], predict the reactants needed to synthesize it. The reactants are: [S:1]([N:11]1[C:15]2=[N:16][CH:17]=[C:18]([NH:20]C(=O)OC(C)(C)C)[N:19]=[C:14]2[CH:13]=[CH:12]1)([C:4]1[CH:10]=[CH:9][C:7]([CH3:8])=[CH:6][CH:5]=1)(=[O:3])=[O:2].OP(O)(O)=O.[O-]P([O-])([O-])=O.[K+].[K+].[K+]. (6) Given the product [OH:5][CH2:4][C:3]1[CH:7]=[C:8]([S:11]([N:14]2[CH:27]([CH3:28])[C:26]3[C:21](=[CH:22][CH:23]=[CH:24][CH:25]=3)[C:20]3[CH:19]=[CH:18][CH:17]=[CH:16][C:15]2=3)(=[O:12])=[O:13])[CH:9]=[CH:10][C:2]=1[OH:1], predict the reactants needed to synthesize it. The reactants are: [OH:1][C:2]1[CH:10]=[CH:9][C:8]([S:11]([N:14]2[CH:27]([CH3:28])[C:26]3[C:21](=[CH:22][CH:23]=[CH:24][CH:25]=3)[C:20]3[CH:19]=[CH:18][CH:17]=[CH:16][C:15]2=3)(=[O:13])=[O:12])=[CH:7][C:3]=1[C:4](O)=[O:5]. (7) Given the product [O:6]([CH2:5][CH:4]=[O:3])[C:7]1[CH:12]=[CH:11][CH:10]=[CH:9][CH:8]=1, predict the reactants needed to synthesize it. The reactants are: C([O:3][CH:4](OCC)[CH2:5][O:6][C:7]1[CH:12]=[CH:11][CH:10]=[CH:9][CH:8]=1)C.C(O)(=O)C.Cl. (8) Given the product [Br:1][C:2]1[CH:7]=[CH:6][C:5]([O:8][CH2:12][CH2:11][OH:10])=[CH:4][CH:3]=1, predict the reactants needed to synthesize it. The reactants are: [Br:1][C:2]1[CH:7]=[CH:6][C:5]([OH:8])=[CH:4][CH:3]=1.C1(=O)O[CH2:12][CH2:11][O:10]1.N1C=CN=C1. (9) Given the product [CH2:1]([O:3][C:4](=[O:18])[CH2:5][O:6][C:7]1[CH:12]=[CH:11][C:10]([SH:13])=[CH:9][C:8]=1[CH3:17])[CH3:2], predict the reactants needed to synthesize it. The reactants are: [CH2:1]([O:3][C:4](=[O:18])[CH2:5][O:6][C:7]1[CH:12]=[CH:11][C:10]([S:13](Cl)(=O)=O)=[CH:9][C:8]=1[CH3:17])[CH3:2].[Sn].Cl.O1CCOCC1.